Predict which catalyst facilitates the given reaction. From a dataset of Catalyst prediction with 721,799 reactions and 888 catalyst types from USPTO. (1) Reactant: CN(C(ON1N=NC2C=CC=NC1=2)=[N+](C)C)C.F[P-](F)(F)(F)(F)F.[O:25]1[CH2:30][CH2:29][N:28]([CH2:31][C:32]([OH:34])=O)[CH2:27][CH2:26]1.Cl.[NH2:36][C@@H:37]([C@H:42]([OH:44])[CH3:43])[C:38]([O:40][CH3:41])=[O:39].CN1CCOCC1. Product: [OH:44][C@H:42]([CH3:43])[C@H:37]([NH:36][C:32](=[O:34])[CH2:31][N:28]1[CH2:27][CH2:26][O:25][CH2:30][CH2:29]1)[C:38]([O:40][CH3:41])=[O:39]. The catalyst class is: 4. (2) Reactant: [CH2:1]([O:3][C:4]1[CH:10]=[CH:9][C:7]([NH2:8])=[CH:6][CH:5]=1)[CH3:2].O=[C:12]1[CH2:17][CH2:16][N:15]([C@H:18]([CH3:22])[CH2:19][C:20]#[N:21])[CH2:14][CH2:13]1.[BH-](OC(C)=O)(OC(C)=O)OC(C)=O.[Na+].C([O-])(O)=O.[Na+].[OH-].[Na+]. Product: [CH2:1]([O:3][C:4]1[CH:10]=[CH:9][C:7]([NH:8][CH:12]2[CH2:17][CH2:16][N:15]([C@H:18]([CH3:22])[CH2:19][C:20]#[N:21])[CH2:14][CH2:13]2)=[CH:6][CH:5]=1)[CH3:2]. The catalyst class is: 585. (3) Reactant: [NH2:1][C:2]1[CH:7]=[CH:6][C:5]([O:8][CH3:9])=[CH:4][N:3]=1.Br[CH:11]([CH2:14][C:15]([CH3:20])([N+:17]([O-:19])=[O:18])[CH3:16])[CH:12]=O. Product: [CH3:16][C:15]([N+:17]([O-:19])=[O:18])([CH3:20])[CH2:14][C:11]1[N:3]2[CH:4]=[C:5]([O:8][CH3:9])[CH:6]=[CH:7][C:2]2=[N:1][CH:12]=1. The catalyst class is: 4. (4) Reactant: C([SiH2][O:6][C:7](C1C=CC=CC=1)(C1C=CC=CC=1)[C:8]1[C:9]([N:19]2[CH2:24][C@H:23]([CH3:25])[O:22][C@H:21]([CH3:26])[CH2:20]2)=[C:10]([F:18])[C:11]([F:17])=[C:12]([C:14](=[O:16])[CH3:15])[CH:13]=1)(C)(C)C.Cl.O. Product: [CH3:25][C@H:23]1[O:22][C@@H:21]([CH3:26])[CH2:20][N:19]([C:9]2[C:8]([CH2:7][OH:6])=[CH:13][C:12]([C:14](=[O:16])[CH3:15])=[C:11]([F:17])[C:10]=2[F:18])[CH2:24]1. The catalyst class is: 12. (5) Reactant: C(O[C:4](=[O:18])[C:5]1[CH:15]=[C:14]([OH:16])[C:8]([C:9]([O:11][CH2:12][CH3:13])=[O:10])=[CH:7][C:6]=1[OH:17])C.[CH2:19]([NH2:26])[C:20]1[CH:25]=[CH:24][CH:23]=[CH:22][CH:21]=1.O.Cl. Product: [CH2:12]([O:11][C:9](=[O:10])[C:8]1[CH:7]=[C:6]([OH:17])[C:5]([C:4]([NH:26][CH2:19][C:20]2[CH:25]=[CH:24][CH:23]=[CH:22][CH:21]=2)=[O:18])=[CH:15][C:14]=1[OH:16])[CH3:13]. The catalyst class is: 3. (6) Reactant: [NH2:1][CH2:2][CH2:3][CH2:4][CH2:5][CH2:6][C:7]([N:9]1[CH2:13][CH:12]([OH:14])[CH2:11][CH:10]1[CH:15]([C:34]1[CH:39]=[CH:38][CH:37]=[CH:36][CH:35]=1)[O:16][CH:17]([C:26]1[CH:31]=[CH:30][C:29]([O:32][CH3:33])=[CH:28][CH:27]=1)[C:18]1[CH:23]=[CH:22][C:21]([O:24][CH3:25])=[CH:20][CH:19]=1)=[O:8].N1C=CC=CC=1.C1(=O)N(N[C:52]([O:54][CH2:55][CH:56]([O:77][CH2:78][CH2:79][CH2:80][CH2:81][CH2:82][CH2:83][CH2:84][CH2:85][CH2:86][CH2:87][CH2:88][CH2:89][CH2:90][CH2:91][CH2:92][CH2:93][CH2:94][CH3:95])[CH2:57][O:58][CH2:59][CH2:60][CH2:61][CH2:62][CH2:63][CH2:64][CH2:65][CH2:66][CH2:67][CH2:68][CH2:69][CH2:70][CH2:71][CH2:72][CH2:73][CH2:74][CH2:75][CH3:76])=[O:53])C(=O)CC1.CO.C(Cl)(Cl)Cl. Product: [CH2:78]([O:77][CH:56]([CH2:57][O:58][CH2:59][CH2:60][CH2:61][CH2:62][CH2:63][CH2:64][CH2:65][CH2:66][CH2:67][CH2:68][CH2:69][CH2:70][CH2:71][CH2:72][CH2:73][CH2:74][CH2:75][CH3:76])[CH2:55][O:54][C:52](=[O:53])[NH:1][CH2:2][CH2:3][CH2:4][CH2:5][CH2:6][C:7]([N:9]1[CH2:13][CH:12]([OH:14])[CH2:11][CH:10]1[CH:15]([C:34]1[CH:39]=[CH:38][CH:37]=[CH:36][CH:35]=1)[O:16][CH:17]([C:26]1[CH:31]=[CH:30][C:29]([O:32][CH3:33])=[CH:28][CH:27]=1)[C:18]1[CH:23]=[CH:22][C:21]([O:24][CH3:25])=[CH:20][CH:19]=1)=[O:8])[CH2:79][CH2:80][CH2:81][CH2:82][CH2:83][CH2:84][CH2:85][CH2:86][CH2:87][CH2:88][CH2:89][CH2:90][CH2:91][CH2:92][CH2:93][CH2:94][CH3:95]. The catalyst class is: 4. (7) Reactant: [Br:1][C:2]1[N:3]([C:13]2[N:14]=[CH:15][N:16]=[C:17]([NH2:20])[C:18]=2[N:19]=1)[C@@H:4]1[O:12][C@H:9]([CH2:10][OH:11])[C@@H:7]([OH:8])[C@H:5]1[OH:6].Br[CH2:22][CH:23]=[C:24]([CH3:26])[CH3:25]. Product: [Br:1][C:2]1[N:3]([C@@H:4]2[O:12][C@H:9]([CH2:10][OH:11])[C@@H:7]([OH:8])[C@H:5]2[OH:6])[C:13]2[C:18]([N:19]=1)=[C:17]([NH:20][CH2:22][CH:23]=[C:24]([CH3:26])[CH3:25])[N:16]=[CH:15][N:14]=2. The catalyst class is: 3. (8) Reactant: [Cl:1][CH2:2][CH2:3][CH2:4][O:5][C:6]1[CH:11]=[CH:10][C:9]([C:12]2[O:13][C:14]([C:18](OC)=[O:19])=[C:15]([CH3:17])[N:16]=2)=[CH:8][CH:7]=1.CO.[BH4-].[Li+].Cl.[OH-].[Na+]. Product: [Cl:1][CH2:2][CH2:3][CH2:4][O:5][C:6]1[CH:7]=[CH:8][C:9]([C:12]2[O:13][C:14]([CH2:18][OH:19])=[C:15]([CH3:17])[N:16]=2)=[CH:10][CH:11]=1. The catalyst class is: 7. (9) Reactant: [F:1][C:2]1[C:10]([C:11]([F:14])([F:13])[F:12])=[CH:9][C:5]([C:6](Cl)=[O:7])=[CH:4][CH:3]=1.[CH3:15][NH:16][C:17]1[CH:18]=[N:19][CH:20]=[CH:21][C:22]=1[C:23]1[CH:28]=[CH:27][CH:26]=[CH:25][C:24]=1[CH3:29].CCN(C(C)C)C(C)C. Product: [F:1][C:2]1[C:10]([C:11]([F:14])([F:13])[F:12])=[CH:9][C:5]([C:6]([N:16]([CH3:15])[C:17]2[CH:18]=[N:19][CH:20]=[CH:21][C:22]=2[C:23]2[CH:28]=[CH:27][CH:26]=[CH:25][C:24]=2[CH3:29])=[O:7])=[CH:4][CH:3]=1. The catalyst class is: 2. (10) Reactant: [F:1][C:2]1[C:10]([F:11])=[C:6](C(O)=O)[C:5]([NH2:12])=[CH:4][CH:3]=1.ClC(Cl)(O[C:17](=[O:23])[O:18][C:19](Cl)(Cl)Cl)Cl.C(=O)([O-])[OH:26].[Na+]. Product: [F:1][C:2]1[C:10]([F:11])=[CH:6][C:5]2[NH:12][C:19](=[O:26])[O:18][C:17](=[O:23])[C:4]=2[CH:3]=1. The catalyst class is: 7.